The task is: Regression. Given a target protein amino acid sequence and a drug SMILES string, predict the binding affinity score between them. We predict pIC50 (pIC50 = -log10(IC50 in M); higher means more potent). Dataset: bindingdb_ic50.. This data is from Drug-target binding data from BindingDB using IC50 measurements. (1) The drug is O=C(O)C1CN(Cc2ccc(-c3noc(-c4ccc([C@@H]5CCC(F)(F)C5)cc4)n3)cc2)C1. The target protein (Q9H228) has sequence MESGLLRPAPVSEVIVLHYNYTGKLRGARYQPGAGLRADAVVCLAVCAFIVLENLAVLLVLGRHPRFHAPMFLLLGSLTLSDLLAGAAYAANILLSGPLTLKLSPALWFAREGGVFVALTASVLSLLAIALERSLTMARRGPAPVSSRGRTLAMAAAAWGVSLLLGLLPALGWNCLGRLDACSTVLPLYAKAYVLFCVLAFVGILAAICALYARIYCQVRANARRLPARPGTAGTTSTRARRKPRSLALLRTLSVVLLAFVACWGPLFLLLLLDVACPARTCPVLLQADPFLGLAMANSLLNPIIYTLTNRDLRHALLRLVCCGRHSCGRDPSGSQQSASAAEASGGLRRCLPPGLDGSFSGSERSSPQRDGLDTSGSTGSPGAPTAARTLVSEPAAD. The pIC50 is 9.3. (2) The compound is OCc1ccc2c(Nc3ccc(OC(F)(F)F)cc3)ncnc2c1. The target protein sequence is MVDPVGFAEAWKAQFPDSEPPRMELRSVGDIEQELERCKASIRRLEQEVNQERFRMIYLQTLLAKEKKSYDRQRWGFRRAAQAPDGASEPRASASRPQPAPADGADPPPAEEPEARPDGEGSPGKARPGTARRPGAAASGERDDRGPPASVAALRSNFERIRKGHGQPGADAEKPFYVNVEFHHERGLVKVNDKEVSDRISSLGSQAMQMERKKSQHGAGSSVGDASRPPYRGRSSESSCGVDGDYEDAELNPRFLKDNLIDANGGSRPPWPPLEYQPYQSIYVGGMMEGEGKGPLLRSQSTSEQEKRLTWPRRSYSPRSFEDCGGGYTPDCSSNENLTSSEEDFSSGQSSRVSPSPTTYRMFRDKSRSPSQNSQQSFDSSSPPTPQCHKRHRHCPVVVSEATIVGVRKTGQIWPNDGEGAFHGDADGSFGTPPGYGCAADRAEEQRRHQDGLPYIDDSPSSSPHLSSKGRGSRDALVSGALESTKASELDLEKGLEMRK.... The pIC50 is 6.3. (3) The drug is OC[C@]12COC(c3ccc(Cl)c(Cc4ccc(OCC(F)(F)F)cc4)c3)(O1)[C@H](O)[C@@H](O)[C@@H]2O. The target protein (Q9QXI6) has sequence MDSSTLSPAVTATDAPIPSYERIRNAADISVIVIYFVVVMAVGLWAMFSTNRGTVGGFFLAGRSMVWWPIGASLFASNIGSGHFVGLAGTGAAAGIAMGGFEWNALVLVVVLGWIFVPIYIKAGVVTMPEYLRKRFGGKRIQIYLSVLSLLLYIFTKISADIFSGAIFINLALGLDIYLAIFILLAITALYTITGGLAAVIYTDTLQTAIMLVGSFILTGFAFNEVGGYEAFMDKYMKAIPTKVSNGNFTAKEECYTPRADSFHIFRDPITGDMPWPGLIFGLAILALWYWCTDQVIVQRCLSAKNMSHVKAGCTLCGYLKLLPMFLMVMPGMISRILYTEKIACVLPEECQKYCGTPVGCTNIAYPTLVVELMPNGLRGLMLSVMMASLMSSLTSIFNSASTLFTMDIYTKIRKKASEKELMIAGRLFILVLIGISIAWVPIVQSAQSGQLFDYIQSITSYLGPPIAAVFLLAIFCKRVNEQGAFWGLILGFLIGISRM.... The pIC50 is 4.8. (4) The small molecule is CCc1cc2[nH]c(=O)c3cnn(C4CCOCC4)c3c2cc1C(=O)N1CCN(CCCCOC)[C@H](C)C1. The target protein (Q8QZV1) has sequence MGAGSSSYRPKAIYLDIDGRIQKVVFSKYCNSSDIMDLFCIATGLPRNTTISLLTTDDAMVSIDPTMPANSERTPYKVRPVAVKQVSEREELVQGVLAQVAEQFSRAFKINELKAEVANHLAMLEKRVELEGLKVVEIEKCKSDIKKMREELAARNNRTNCPCKYSFLDNKKLTPRRDVPTYPKYLLSPETIEALRKPTFDVWLWEPNEMLSCLEHMYHDLGLVRDFSINPITLRRWLLCVHDNYRSNPFHNFRHCFCVTQMMYSMVWLCGLQEKFSQMDILVLMTAAICHDLDHPGYNNTYQINARTELAVRYNDISPLENHHCAIAFQILARPECNIFASVPPEGFRQIRQGMITLILATDMARHAEIMDSFKEKMENFDYSNEEHLTLLKMILIKCCDISNEVRPMEVAEPWVDCLLEEYFMQSDREKSEGLPVAPFMDRDKVTKATAQIGFIKFVLIPMFETVTKLFPIVEETMLRPLWESREHYEELKQLDDAMK.... The pIC50 is 8.9. (5) The compound is CCCCCCCOCCCCCN1C[C@H](O)[C@@H](O)[C@H](O)[C@H]1CO. The target protein (O88693) has sequence MALLDLAQEGMALFGFVLFVVLWLMHFMSIIYTRLHLNKKATDKQPYSKLPGVSLLKPLKGVDPNLINNLETFFELDYPKYEVLLCVQDHDDPAIDVCKKLLGKYPNVDARLFIGGKKVGINPKINNLMPAYEVAKYDLIWICDSGIRVIPDTLTDMVNQMTEKVGLVHGLPYVADRQGFAATLEQVYFGTSHPRSYISANVTGFKCVTGMSCLMRKDVLDQAGGLIAFAQYIAEDYFMAKAIADRGWRFSMSTQVAMQNSGSYSISQFQSRMIRWTKLRINMLPATIICEPISECFVASLIIGWAAHHVFRWDIMVFFMCHCLAWFIFDYIQLRGVQGGTLCFSKLDYAVAWFIRESMTIYIFLSALWDPTISWRTGRYRLRCGGTAEEILDV. The pIC50 is 6.5. (6) The small molecule is Cc1c(-c2cccc3c(CCCOc4cccc5ccccc45)c(C(=O)O)n(C)c23)c(COc2ccc(B(O)O)c(C=O)c2)nn1C. The target protein sequence is EDELYRQSLEIISRYLREQATGAKDTKPMGRSGATSRKALETLRRVGDGVQRNHETAFQGMLRKLDIKNEDDVKSLSRVMIHVFSDGVTNWGRIVTLISFGAFVAKHLKTINQESCIEPLAESITDVLVRTKRDWLVKQRGWDGFVEFFHVEDLEGG. The pIC50 is 8.4.